From a dataset of Catalyst prediction with 721,799 reactions and 888 catalyst types from USPTO. Predict which catalyst facilitates the given reaction. (1) Reactant: C1(C(C2C=CC=CC=2)=[N:8][C:9]2[S:10][C:11]([S:14]([N:17]3[CH2:22][CH2:21][NH:20][C@@H:19]([CH2:23][CH:24]4[CH2:29][CH2:28][O:27][CH2:26][CH2:25]4)[CH2:18]3)(=[O:16])=[O:15])=[CH:12][CH:13]=2)C=CC=CC=1.Cl[C:37]1[N:42]=[CH:41][C:40]([C:43]([OH:52])([C:48]([F:51])([F:50])[F:49])[C:44]([F:47])([F:46])[F:45])=[CH:39][N:38]=1.CCN(C(C)C)C(C)C. Product: [NH2:8][C:9]1[S:10][C:11]([S:14]([N:17]2[CH2:22][CH2:21][N:20]([C:37]3[N:38]=[CH:39][C:40]([C:43]([OH:52])([C:44]([F:45])([F:46])[F:47])[C:48]([F:50])([F:51])[F:49])=[CH:41][N:42]=3)[C@@H:19]([CH2:23][CH:24]3[CH2:29][CH2:28][O:27][CH2:26][CH2:25]3)[CH2:18]2)(=[O:15])=[O:16])=[CH:12][CH:13]=1. The catalyst class is: 12. (2) Reactant: [Cl:1][C:2]1[C:7]([C:8]#[N:9])=[CH:6][N:5]=[C:4]2[CH:10]=[CH:11][S:12][C:3]=12.C(NC(C)C)(C)C.[Li].[Br:21]Br. Product: [Br:21][C:11]1[S:12][C:3]2[C:4](=[N:5][CH:6]=[C:7]([C:8]#[N:9])[C:2]=2[Cl:1])[CH:10]=1. The catalyst class is: 7.